From a dataset of Forward reaction prediction with 1.9M reactions from USPTO patents (1976-2016). Predict the product of the given reaction. (1) Given the reactants [F:1][C:2]1[CH:7]=[CH:6][C:5]([F:8])=[CH:4][C:3]=1[C@@:9]([OH:21])([CH2:15][N:16]1[CH:20]=[N:19][CH:18]=[N:17]1)[C@@H:10]([CH3:14])[C:11]([OH:13])=O.C(N1C=CN=C1)(N1C=CN=C1)=O, predict the reaction product. The product is: [F:1][C:2]1[CH:7]=[CH:6][C:5]([F:8])=[CH:4][C:3]=1[C@:9]1([CH2:15][N:16]2[CH:20]=[N:19][CH:18]=[N:17]2)[O:21][C:11](=[O:13])[C@@H:10]1[CH3:14]. (2) Given the reactants [CH2:1]([N:4]1[C:12]2[C:7](=[CH:8][C:9]([CH:13]=[O:14])=[CH:10][CH:11]=2)[CH:6]=[CH:5]1)[CH:2]=[CH2:3].B1C2CCCC1CCC2.[OH-:24].[Na+], predict the reaction product. The product is: [OH:24][CH2:3][CH2:2][CH2:1][N:4]1[C:12]2[C:7](=[CH:8][C:9]([CH:13]=[O:14])=[CH:10][CH:11]=2)[CH:6]=[CH:5]1. (3) Given the reactants [CH2:1]([N:8]([CH2:38][CH2:39][OH:40])[CH2:9][C@@H:10]([C:19]1[CH:20]=[CH:21][C:22]([Cl:37])=[C:23]([N:25]([S:33]([CH3:36])(=[O:35])=[O:34])[C:26](=[O:32])[O:27][C:28]([CH3:31])([CH3:30])[CH3:29])[CH:24]=1)[O:11][Si:12]([CH2:17][CH3:18])([CH2:15][CH3:16])[CH2:13][CH3:14])[C:2]1[CH:7]=[CH:6][CH:5]=[CH:4][CH:3]=1.[C:41]1([CH3:47])C=CC=C[CH:42]=1.C(N(CCO)C[C@@H]([C:66]1[CH:67]=[CH:68][C:69](Cl)=[C:70]([N:72](S(C)(=O)=O)[C:73](=[O:79])[O:74][C:75]([CH3:78])([CH3:77])[CH3:76])[CH:71]=1)O[Si](CC)(CC)CC)C1C=CC=CC=1.C1(P(C2C=CC=CC=2)C2C=CC=CC=2)C=CC=CC=1.C[N:108](C(/N=N/C(N(C)C)=O)=O)C, predict the reaction product. The product is: [CH2:1]([N:8]([CH2:9][C@@H:10]([C:19]1[CH:20]=[CH:21][C:22]([Cl:37])=[C:23]([N:25]([C:26]([O:27][C:28]([CH3:29])([CH3:30])[CH3:31])=[O:32])[S:33]([CH3:36])(=[O:34])=[O:35])[CH:24]=1)[O:11][Si:12]([CH2:15][CH3:16])([CH2:13][CH3:14])[CH2:17][CH3:18])[CH2:38][CH2:39][O:40][C:66]1[CH:71]=[C:70]2[C:69]([C:42]([CH2:41][CH3:47])=[N:108][N:72]2[C:73]([O:74][C:75]([CH3:76])([CH3:77])[CH3:78])=[O:79])=[CH:68][CH:67]=1)[C:2]1[CH:7]=[CH:6][CH:5]=[CH:4][CH:3]=1. (4) Given the reactants CS(OCC[C:8]1[CH:13]=[CH:12][C:11]([NH:14][C:15]2[N:24]=[CH:23][C:22]3[CH2:21][C@@H:20]([C:25]4[CH:30]=[CH:29][C:28]([Cl:31])=[C:27]([Cl:32])[CH:26]=4)[C:19]4[CH:33]=[CH:34][CH:35]=[CH:36][C:18]=4[C:17]=3[N:16]=2)=[CH:10][CH:9]=1)(=O)=O.CN[CH2:39][CH2:40]CC.[CH2:43]([N:45]([CH2:48][CH3:49])[CH2:46][CH3:47])C, predict the reaction product. The product is: [ClH:31].[CH2:46]([N:45]([CH3:43])[CH2:48][CH2:49][C:9]1[CH:10]=[C:11]([NH:14][C:15]2[N:24]=[CH:23][C:22]3[CH2:21][C@@H:20]([C:25]4[CH:30]=[CH:29][C:28]([Cl:31])=[C:27]([Cl:32])[CH:26]=4)[C:19]4[CH:33]=[CH:34][CH:35]=[CH:36][C:18]=4[C:17]=3[N:16]=2)[CH:12]=[CH:13][CH:8]=1)[CH2:47][CH2:39][CH3:40]. (5) Given the reactants [CH:1]1[CH2:2][C:3](=O)[CH:4]=[C:5]2[C:10]=1[CH:9]=[CH:8][CH:7]=[CH:6]2.[OH2:12], predict the reaction product. The product is: [CH3:4][CH:5]1[C:10](=[O:12])[C:2]2=[CH:1][C:10]3[CH2:9][CH2:8][CH2:7][CH2:6][C:5]=3[CH:4]=[C:3]2[CH2:6]1.